This data is from Reaction yield outcomes from USPTO patents with 853,638 reactions. The task is: Predict the reaction yield, written as a fraction of the theoretical maximum amount of product (1.0 means a 100% yield; for example, 0.34 means a 34% yield). (1) The reactants are [Cl:1][C:2]1[CH:3]=[C:4]([CH3:29])[C:5]2[N:10]=[C:9]([C:11]3[N:15]([C:16]4[C:21]([Cl:22])=[CH:20][CH:19]=[CH:18][N:17]=4)[N:14]=[C:13]([C:23]([F:26])([F:25])[F:24])[CH:12]=3)[O:8][C:7](=[O:27])[C:6]=2[CH:28]=1.[NH2:30][C:31]1([CH3:35])[CH2:34][S:33][CH2:32]1.O. The catalyst is O1CCCC1. The product is [Cl:1][C:2]1[CH:28]=[C:6]([C:7](=[O:27])[NH:30][C:31]2([CH3:35])[CH2:34][S:33][CH2:32]2)[C:5]([NH:10][C:9]([C:11]2[N:15]([C:16]3[C:21]([Cl:22])=[CH:20][CH:19]=[CH:18][N:17]=3)[N:14]=[C:13]([C:23]([F:26])([F:25])[F:24])[CH:12]=2)=[O:8])=[C:4]([CH3:29])[CH:3]=1. The yield is 0.400. (2) The reactants are [CH:1]1[C:13]2[NH:12][C:11]3[C:6](=[CH:7][CH:8]=[CH:9][CH:10]=3)[C:5]=2[CH:4]=[CH:3][CH:2]=1.[H-].[Na+].[CH2:16]([O:18][C:19](=[O:26])[CH2:20][CH2:21][CH2:22][CH2:23][CH2:24]Br)[CH3:17]. The catalyst is CN(C=O)C.[I-].[K+]. The product is [CH2:16]([O:18][C:19](=[O:26])[CH2:20][CH2:21][CH2:22][CH2:23][CH2:24][N:12]1[C:11]2[CH:10]=[CH:9][CH:8]=[CH:7][C:6]=2[C:5]2[C:13]1=[CH:1][CH:2]=[CH:3][CH:4]=2)[CH3:17]. The yield is 0.730.